From a dataset of Full USPTO retrosynthesis dataset with 1.9M reactions from patents (1976-2016). Predict the reactants needed to synthesize the given product. (1) The reactants are: [CH:1]1([CH2:4][CH:5]([OH:9])[CH2:6][CH:7]=[CH2:8])[CH2:3][CH2:2]1.[H-].[Na+].Br[CH2:13][CH:14]([O:18][CH2:19][CH3:20])[O:15][CH2:16][CH3:17]. Given the product [CH2:16]([O:15][CH:14]([O:18][CH2:19][CH3:20])[CH2:13][O:9][CH:5]([CH2:6][CH:7]=[CH2:8])[CH2:4][CH:1]1[CH2:3][CH2:2]1)[CH3:17], predict the reactants needed to synthesize it. (2) Given the product [F:24][CH2:25][CH2:26][NH:27][C:20]([C:12]1[C:13]2=[N:14][CH:15]=[C:16]([CH3:19])[CH:17]=[C:18]2[N:10]([CH2:9][C:5]2[C:4]([CH3:23])=[C:3]([O:2][CH3:1])[N:8]=[CH:7][N:6]=2)[CH:11]=1)=[O:22], predict the reactants needed to synthesize it. The reactants are: [CH3:1][O:2][C:3]1[N:8]=[CH:7][N:6]=[C:5]([CH2:9][N:10]2[C:18]3[C:13](=[N:14][CH:15]=[C:16]([CH3:19])[CH:17]=3)[C:12]([C:20]([OH:22])=O)=[CH:11]2)[C:4]=1[CH3:23].[F:24][CH2:25][CH2:26][NH2:27]. (3) Given the product [CH3:19][Si:18]([CH3:21])([CH3:20])[C:17]#[C:16][CH2:15][O:1][C:2]1[CH:3]=[C:4]([CH:9]=[CH:10][CH:11]=1)[C:5]([O:7][CH3:8])=[O:6], predict the reactants needed to synthesize it. The reactants are: [OH:1][C:2]1[CH:3]=[C:4]([CH:9]=[CH:10][CH:11]=1)[C:5]([O:7][CH3:8])=[O:6].[H-].[Na+].Br[CH2:15][C:16]#[C:17][Si:18]([CH3:21])([CH3:20])[CH3:19]. (4) Given the product [OH:4][CH2:5][CH2:6][CH2:7][C:8]1[C:9]([CH:13]([CH3:15])[CH3:14])=[N:10][N:11]([C:17]2[N:22]=[CH:21][C:20]([C:23]#[N:24])=[CH:19][CH:18]=2)[CH:12]=1, predict the reactants needed to synthesize it. The reactants are: COC[O:4][CH2:5][CH2:6][CH2:7][C:8]1[C:9]([CH:13]([CH3:15])[CH3:14])=[N:10][NH:11][CH:12]=1.Cl[C:17]1[N:22]=[CH:21][C:20]([C:23]#[N:24])=[CH:19][CH:18]=1.[H-].[Na+].[H][H].